From a dataset of Experimentally validated miRNA-target interactions with 360,000+ pairs, plus equal number of negative samples. Binary Classification. Given a miRNA mature sequence and a target amino acid sequence, predict their likelihood of interaction. (1) The miRNA is hsa-miR-4310 with sequence GCAGCAUUCAUGUCCC. The protein sequence of the target gene is MDSDEGYNYEFDEDEECSEEDSGAEEEEDEDDDEPDDDTLDLGEVELVEPGLGVGGERDGLLCGETGGGGGSALGPGGGGGGGGGGGGGGPGHEQEEDYRYEVLTAEQILQHMVECIREVNEVIQNPATITRILLSHFNWDKEKLMERYFDGNLEKLFAECHVINPSKKSRTRQMNTRSSAQDMPCQICYLNYPNSYFTGLECGHKFCMQCWSEYLTTKIMEEGMGQTISCPAHGCDILVDDNTVMRLITDSKVKLKYQHLITNSFVECNRLLKWCPAPDCHHVVKVQYPDAKPVRCKCG.... Result: 1 (interaction). (2) The miRNA is mmu-miR-712-5p with sequence CUCCUUCACCCGGGCGGUACC. The protein sequence of the target gene is MEDGCPRIRRRVSVRKRNRGNLENLRASPTPAELQPAEDTEDEAAAGSRRRKTGSPEHAQENDSEEDMFGDYDSFTESSFLAHVDDLEQRYMQLPECGDRDADSGTKDLCSAGLKNNLRVTTVINLTDPETSEHGQKQSHLDVPAEPEPGSDLSFDVPSSQILYFENPQNSPEALGDPCTKKTNGDPQKSSHEELVSSHTEQPEPNNDFSNVRAASESSRRKSLKDHLKSTMAGNARAQTPAFPRSKHLREALLSEEISVAKKAIESPSDDLGPFYSLPSKVRDLYVQLKGIKKLYDWQH.... Result: 0 (no interaction). (3) The miRNA is hsa-miR-769-5p with sequence UGAGACCUCUGGGUUCUGAGCU. The protein sequence of the target gene is MLCSLLLCECLLLVAGYAHDDDWIDPTDMLNYDAASGTMRKSQAKYGISGEKDVSPDLSCADEISECYHKLDSLTYKIDECEKKKREDYESQSNPVFRRYLNKILIEAGKLGLPDENKGDMHYDAEIILKRETLLEIQKFLNGEDWKPGALDDALSDILINFKFHDFETWKWRFEDSFGVDPYNVLMVLLCLLCIVVLVATELWTYVRWYTQLRRVLIISFLFSLGWNWMYLYKLAFAQHQAEVAKMEPLNNVCAKKMDWTGSIWEWFRSSWTYKDDPCQKYYELLLVNPIWLVPPTKAL.... Result: 1 (interaction). (4) The miRNA is hsa-miR-152-5p with sequence AGGUUCUGUGAUACACUCCGACU. The protein sequence of the target gene is MERKNPSRESPRRLSAKVGKGTEMKKVARQLGMAAAESDKDSGFSDGSSECLSSAEQMESEDMLSALGWSREDRPRQNSKTAKNAFPTLSPMVVMKNVLVKQGSSSSQLQSWTVQPSFEVISAQPQLLFLHPPVPSPVSPCHTGEKKSDSRNYLPILNSYTKIAPHPGKRGLSLGPEEKGTSGVQKKICTERLGPSLSSSEPTKAGAVPSSPSTPAPPSAKLAEDSALQGVPSLVAGGSPQTLQPVSSSHVAKAPSLTFASPASPVCASDSTLHGLESNSPLSPLSANYSSPLWAAEHLC.... Result: 0 (no interaction). (5) The miRNA is hsa-miR-4287 with sequence UCUCCCUUGAGGGCACUUU. The protein sequence of the target gene is MSGIGNKRAAGEPGTSMPPEKKAAVEDSGTTVETIKLGGVSSTEELDIRTLQTKNRKLAEMLDQRQAIEDELREHIEKLERRQATDDASLLIVNRYWSQFDENIRIILKRYDLEQGLGDLLTERKALVVPEPEPDSDSNQERKDDRERGEGQEPAFSFLATLASSSSEEMESQLQERVESSRRAVSQIVTVYDKLQEKVELLSRKLNSGDNLIVEEAVQELNSFLAQENMRLQELTDLLQEKHRTMSQEFSKLQSKVETAESRVSVLESMIDDLQWDIDKIRKREQRLNRHLAEVLERVN.... Result: 1 (interaction). (6) The miRNA is hsa-miR-5089-3p with sequence AUGCUACUCGGAAAUCCCACUGA. Result: 0 (no interaction). The protein sequence of the target gene is MAAWKSWTALRLCATVVVLDMVVCKGFVEDLDESFKENRNDDIWLVDFYAPWCGHCKKLEPIWNEVGLEMKSIGSPVKVGKMDATSYSSIASEFGVRGYPTIKLLKGDLAYNYRGPRTKDDIIEFAHRVSGALIRPLPSQQMFEHMQKRHRVFFVYVGGESPLKEKYIDAASELIVYTYFFSASEEVVPEYVTLKEMPAVLVFKDETYFVYDEYEDGDLSSWINRERFQNYLAMDGFLLYELGDTGKLVALAVIDEKNTSVEHTRLKSIIQEVARDYRDLFHRDFQFGHMDGNDYINTLL.... (7) The miRNA is hsa-miR-5088-3p with sequence UCCCUUCUUCCUGGGCCCUCA. The protein sequence of the target gene is MAVLFLLLFLCGTPQAADNMQAIYVALGEAVELPCPSPPTLHGDEHLSWFCSPAAGSFTTLVAQVQVGRPAPDPGKPGRESRLRLLGNYSLWLEGSKEEDAGRYWCAVLGQHHNYQNWRVYDVLVLKGSQLSARAADGSPCNVLLCSVVPSRRMDSVTWQEGKGPVRGRVQSFWGSEAALLLVCPGEGLSEPRSRRPRIIRCLMTHNKGVSFSLAASIDASPALCAPSTGWDMPWILMLLLTMGQGVVILALSIVLWRQRVRGAPGRDASIPQFKPEIQVYENIHLARLGPPAHKPR. Result: 1 (interaction). (8) The miRNA is hsa-miR-3674 with sequence AUUGUAGAACCUAAGAUUGGCC. The protein sequence of the target gene is MSEPIRVLVTGAAGQIAYSLLYSIGNGSVFGKDQPIILVLLDITPMMGVLDGVLMELQDCALPLLQDVIATDKEEIAFKDLDVAVLVGSMPRREGMERKDLLKANVKIFKSQGTALEKYAKKSVKVIVVGNPANTNCLTASKSAPSIPKENFSCLTRLDHNRAKSQIALKLGVTADDVKNVIIWGNHSSTQYPDVNHAKVKLQGKEVGVYEALKDDSWLKGEFITTVQQRGAAVIKARKLSSAMSAAKAIADHIRDIWFGTPEGEFVSMGVISDGNSYGVPDDLLYSFPVVIKNKTWKFV.... Result: 0 (no interaction).